From a dataset of Full USPTO retrosynthesis dataset with 1.9M reactions from patents (1976-2016). Predict the reactants needed to synthesize the given product. (1) Given the product [CH2:22]([N:26]([CH2:27][CH2:28][CH2:29][CH3:30])[C:18](=[O:19])[CH2:17][N:7]1[C:8]2[C:13](=[CH:12][CH:11]=[C:10]([O:15][CH3:16])[CH:9]=2)[CH:14]=[C:5]([C:1]([CH3:3])([CH3:4])[CH3:2])[C:6]1=[O:21])[CH2:23][CH2:24][CH3:25], predict the reactants needed to synthesize it. The reactants are: [C:1]([C:5]1[C:6](=[O:21])[N:7]([CH2:17][C:18](O)=[O:19])[C:8]2[C:13]([CH:14]=1)=[CH:12][CH:11]=[C:10]([O:15][CH3:16])[CH:9]=2)([CH3:4])([CH3:3])[CH3:2].[CH2:22]([NH:26][CH2:27][CH2:28][CH2:29][CH3:30])[CH2:23][CH2:24][CH3:25].C1C=CC2N(O)N=NC=2C=1.CCN(C(C)C)C(C)C. (2) The reactants are: C(=O)([O-])[O-].[K+].[K+].[C:7]([OH:10])(=[S:9])[CH3:8].CS(O[CH:16]1[CH2:20][CH2:19][N:18]([C:21]([O:23][C:24]([CH3:27])([CH3:26])[CH3:25])=[O:22])[CH2:17]1)(=O)=O. Given the product [C:7]([S:9][CH:20]1[CH2:16][CH2:17][N:18]([C:21]([O:23][C:24]([CH3:27])([CH3:26])[CH3:25])=[O:22])[CH2:19]1)(=[O:10])[CH3:8], predict the reactants needed to synthesize it. (3) Given the product [Cl:24][C:9]1[NH:8][C:7]2[CH:12]=[CH:13][C:4]([O:3][C:2]([F:15])([F:14])[F:1])=[CH:5][C:6]=2[N:10]=1, predict the reactants needed to synthesize it. The reactants are: [F:1][C:2]([F:15])([F:14])[O:3][C:4]1[CH:13]=[CH:12][C:7]2[NH:8][C:9](=O)[NH:10][C:6]=2[CH:5]=1.C(=O)([O-])[O-].[K+].[K+].P(Cl)(Cl)([Cl:24])=O. (4) Given the product [NH2:1][C:2]1[C:3]2[C:10]([C:11]3[CH:16]=[CH:15][CH:14]=[C:13]([O:17][CH2:18][CH:19]4[CH2:24][CH2:23][CH2:22][CH2:21][O:20]4)[CH:12]=3)=[CH:9][N:8]([C@@H:25]3[CH2:28][C@H:27]([CH2:29][O:30][S:37]([C:34]4[CH:35]=[CH:36][C:31]([CH3:41])=[CH:32][CH:33]=4)(=[O:39])=[O:38])[CH2:26]3)[C:4]=2[N:5]=[CH:6][N:7]=1, predict the reactants needed to synthesize it. The reactants are: [NH2:1][C:2]1[C:3]2[C:10]([C:11]3[CH:16]=[CH:15][CH:14]=[C:13]([O:17][CH2:18][CH:19]4[CH2:24][CH2:23][CH2:22][CH2:21][O:20]4)[CH:12]=3)=[CH:9][N:8]([C@@H:25]3[CH2:28][C@H:27]([CH2:29][OH:30])[CH2:26]3)[C:4]=2[N:5]=[CH:6][N:7]=1.[C:31]1([CH3:41])[CH:36]=[CH:35][C:34]([S:37](Cl)(=[O:39])=[O:38])=[CH:33][CH:32]=1. (5) The reactants are: [NH:1]([C:3]1[CH:12]=[CH:11][CH:10]=[C:9]2[C:4]=1[CH:5]=[CH:6][CH:7]=[N:8]2)[NH2:2].[CH3:13][CH:14]1[CH2:23][C:22](=[O:24])[C:21]2[C:16](=[CH:17][CH:18]=[CH:19][CH:20]=2)[CH:15]1[C:25](O)=[O:26]. Given the product [CH3:13][CH:14]1[CH2:23][C:22](=[O:24])[C:21]2[C:16](=[CH:17][CH:18]=[CH:19][CH:20]=2)[CH:15]1[C:25]([NH:2][NH:1][C:3]1[CH:12]=[CH:11][CH:10]=[C:9]2[C:4]=1[CH:5]=[CH:6][CH:7]=[N:8]2)=[O:26], predict the reactants needed to synthesize it. (6) Given the product [CH2:11]([N:13]1[C:19](=[O:20])[C:18]([CH3:21])([CH3:22])[C:17](=[O:23])[N:16]([CH3:24])[C:15]2[CH:25]=[C:26]([CH2:29][N:30]([CH2:31][CH2:32][N:33]3[CH:38]=[CH:37][C:36]4[O:39][C:40]([CH3:42])=[CH:41][C:35]=4[C:34]3=[O:43])[CH2:44][C:45]3[CH:52]=[CH:51][CH:50]=[CH:49][C:46]=3[CH2:47][N:1]3[CH2:6][CH2:5][O:4][CH2:3][CH2:2]3)[CH:27]=[CH:28][C:14]1=2)[CH3:12], predict the reactants needed to synthesize it. The reactants are: [NH:1]1[CH2:6][CH2:5][O:4][CH2:3][CH2:2]1.C(O)(=O)C.[CH2:11]([N:13]1[C:19](=[O:20])[C:18]([CH3:22])([CH3:21])[C:17](=[O:23])[N:16]([CH3:24])[C:15]2[CH:25]=[C:26]([CH2:29][N:30]([CH2:44][C:45]3[CH:52]=[CH:51][CH:50]=[CH:49][C:46]=3[CH:47]=O)[CH2:31][CH2:32][N:33]3[CH:38]=[CH:37][C:36]4[O:39][C:40]([CH3:42])=[CH:41][C:35]=4[C:34]3=[O:43])[CH:27]=[CH:28][C:14]1=2)[CH3:12].C(O[BH-](OC(=O)C)OC(=O)C)(=O)C.[Na+]. (7) Given the product [CH2:1]([C:3]1[CH:25]=[CH:24][CH:23]=[CH:22][C:4]=1[NH:5][C:6]1[C:15]2[C:10](=[CH:11][C:12]([O:18][CH2:27][CH2:28][CH2:29][CH2:30][N:38]3[CH2:43][CH2:42][O:41][CH2:40][CH2:39]3)=[C:13]([O:16][CH3:17])[CH:14]=2)[N:9]=[CH:8][C:7]=1[C:19]([NH2:21])=[O:20])[CH3:2], predict the reactants needed to synthesize it. The reactants are: [CH2:1]([C:3]1[CH:25]=[CH:24][CH:23]=[CH:22][C:4]=1[NH:5][C:6]1[C:15]2[C:10](=[CH:11][C:12]([OH:18])=[C:13]([O:16][CH3:17])[CH:14]=2)[N:9]=[CH:8][C:7]=1[C:19]([NH2:21])=[O:20])[CH3:2].Br[CH2:27][CH2:28][CH2:29][CH2:30]Cl.C([O-])([O-])=O.[Cs+].[Cs+].[NH:38]1[CH2:43][CH2:42][O:41][CH2:40][CH2:39]1.